This data is from Reaction yield outcomes from USPTO patents with 853,638 reactions. The task is: Predict the reaction yield, written as a fraction of the theoretical maximum amount of product (1.0 means a 100% yield; for example, 0.34 means a 34% yield). (1) The reactants are [C:1]([C:5]1[O:9][N:8]=[C:7]([NH:10][C:11]([NH:13][C:14]2[CH:19]=[CH:18][CH:17]=[C:16]([O:20][C:21]3[C:30]4[C:25](=[CH:26][C:27]([O:33][CH2:34][CH3:35])=[C:28]([O:31][CH3:32])[CH:29]=4)[N:24]=[CH:23][N:22]=3)[CH:15]=2)=[O:12])[CH:6]=1)([CH3:4])([CH3:3])[CH3:2].[ClH:36].C(OCC)C. The catalyst is CO.C(Cl)Cl. The product is [ClH:36].[C:1]([C:5]1[O:9][N:8]=[C:7]([NH:10][C:11]([NH:13][C:14]2[CH:19]=[CH:18][CH:17]=[C:16]([O:20][C:21]3[C:30]4[C:25](=[CH:26][C:27]([O:33][CH2:34][CH3:35])=[C:28]([O:31][CH3:32])[CH:29]=4)[N:24]=[CH:23][N:22]=3)[CH:15]=2)=[O:12])[CH:6]=1)([CH3:4])([CH3:2])[CH3:3]. The yield is 0.160. (2) The product is [F:1][C:2]1[C:9]([O:10][CH2:19][CH2:18][N:12]2[CH2:17][CH2:16][O:15][CH2:14][CH2:13]2)=[CH:8][CH:7]=[C:6]([I:11])[C:3]=1[C:4]#[N:5]. The yield is 0.500. The reactants are [F:1][C:2]1[C:9]([OH:10])=[CH:8][CH:7]=[C:6]([I:11])[C:3]=1[C:4]#[N:5].[N:12]1([CH2:18][CH2:19]O)[CH2:17][CH2:16][O:15][CH2:14][CH2:13]1.C1(P(C2C=CC=CC=2)C2C=CC=CC=2)C=CC=CC=1.CCOC(/N=N/C(OCC)=O)=O. The catalyst is C1COCC1.